The task is: Predict the reactants needed to synthesize the given product.. This data is from Full USPTO retrosynthesis dataset with 1.9M reactions from patents (1976-2016). (1) Given the product [N:1]1([C:10]([O:12][C:13]([CH3:16])([CH3:15])[CH3:14])=[O:11])[CH:5]2[CH2:6][NH:7][CH2:8][CH2:9][CH:4]2[CH2:3][CH2:2]1, predict the reactants needed to synthesize it. The reactants are: [N:1]1([C:10]([O:12][C:13]([CH3:16])([CH3:15])[CH3:14])=[O:11])[C:5]2=[CH:6][N:7]=[CH:8][CH:9]=[C:4]2[CH:3]=[CH:2]1.[H][H]. (2) Given the product [CH3:1][O:2][C:3]1[CH:8]=[CH:7][C:6]([C:9]2[C:17]([C:18](=[N:24][OH:25])[CH:19]([CH3:21])[CH3:20])=[C:12]3[CH:13]=[CH:14][CH:15]=[CH:16][N:11]3[N:10]=2)=[CH:5][CH:4]=1, predict the reactants needed to synthesize it. The reactants are: [CH3:1][O:2][C:3]1[CH:8]=[CH:7][C:6]([C:9]2[C:17]([C:18](=O)[CH:19]([CH3:21])[CH3:20])=[C:12]3[CH:13]=[CH:14][CH:15]=[CH:16][N:11]3[N:10]=2)=[CH:5][CH:4]=1.Cl.[NH2:24][OH:25].[OH-].[Na+].Cl. (3) Given the product [NH2:16][C:4]1[N:3]=[C:2]([NH:17][C:18]2[CH:19]=[CH:20][C:21]([Cl:26])=[C:22]([CH2:24][OH:25])[CH:23]=2)[CH:7]=[C:6]([C:8]2[CH:13]=[C:12]([Cl:14])[CH:11]=[CH:10][C:9]=2[CH3:15])[N:5]=1, predict the reactants needed to synthesize it. The reactants are: Cl[C:2]1[CH:7]=[C:6]([C:8]2[CH:13]=[C:12]([Cl:14])[CH:11]=[CH:10][C:9]=2[CH3:15])[N:5]=[C:4]([NH2:16])[N:3]=1.[NH2:17][C:18]1[CH:19]=[CH:20][C:21]([Cl:26])=[C:22]([CH2:24][OH:25])[CH:23]=1. (4) Given the product [CH3:1][O:2][C:3]([C:4]1[C:5]2[CH:47]([OH:51])[C:48]([CH3:50])([CH3:49])[CH:12]([C:13]3[CH:18]=[CH:17][CH:16]=[C:15]([Br:19])[CH:14]=3)[NH:11][C:6]=2[CH:7]=[C:8]([Cl:10])[CH:9]=1)=[O:20], predict the reactants needed to synthesize it. The reactants are: [CH3:1][O:2][C:3](=[O:20])[C:4]1[CH:9]=[C:8]([Cl:10])[CH:7]=[C:6]([N:11]=[CH:12][C:13]2[CH:18]=[CH:17][CH:16]=[C:15]([Br:19])[CH:14]=2)[CH:5]=1.O.[O-]S(C(F)(F)F)(=O)=O.[Yb+3].[O-]S(C(F)(F)F)(=O)=O.[O-]S(C(F)(F)F)(=O)=O.[CH:47](=[O:51])[CH:48]([CH3:50])[CH3:49].O. (5) Given the product [C:1]1(=[C:6]([C:22]2[CH:27]=[CH:26][C:25]([OH:28])=[CH:24][CH:23]=2)[C:7]2[CH:12]=[CH:11][C:10](/[CH:13]=[CH:14]/[C:15]([OH:17])=[O:16])=[CH:9][CH:8]=2)[CH2:5][CH2:4][CH2:3][CH2:2]1, predict the reactants needed to synthesize it. The reactants are: [C:1]1(=[C:6]([C:22]2[CH:27]=[CH:26][C:25]([OH:28])=[CH:24][CH:23]=2)[C:7]2[CH:12]=[CH:11][C:10](/[CH:13]=[CH:14]/[C:15]([O:17]C(C)(C)C)=[O:16])=[CH:9][CH:8]=2)[CH2:5][CH2:4][CH2:3][CH2:2]1.FC(F)(F)C(O)=O. (6) Given the product [N:32]1([CH2:39][CH2:40][C:41]2[CH:42]=[CH:43][C:44]([CH2:47][N:3]([CH2:1][CH3:2])[C:4]3[CH:9]=[C:8]([O:10][CH3:11])[C:7]([O:12][CH3:13])=[CH:6][C:5]=3[CH:14]3[CH2:23][CH2:22][C:21]4[CH:20]=[C:19]([OH:24])[CH:18]=[CH:17][C:16]=4[CH2:15]3)=[N:45][CH:46]=2)[CH2:33][CH2:34][CH2:35][CH2:36][CH2:37][CH2:38]1, predict the reactants needed to synthesize it. The reactants are: [CH2:1]([NH:3][C:4]1[CH:9]=[C:8]([O:10][CH3:11])[C:7]([O:12][CH3:13])=[CH:6][C:5]=1[CH:14]1[CH2:23][CH2:22][C:21]2[CH:20]=[C:19]([O:24]C(=O)C(C)(C)C)[CH:18]=[CH:17][C:16]=2[CH2:15]1)[CH3:2].Cl.[N:32]1([CH2:39][CH2:40][C:41]2[CH:42]=[CH:43][C:44]([C:47](Cl)=O)=[N:45][CH:46]=2)[CH2:38][CH2:37][CH2:36][CH2:35][CH2:34][CH2:33]1.